Dataset: Retrosynthesis with 50K atom-mapped reactions and 10 reaction types from USPTO. Task: Predict the reactants needed to synthesize the given product. (1) Given the product COC(=O)C(Oc1ccc(Cl)cc1)c1ccc(OCCOc2ccc(Cl)cc2)cc1, predict the reactants needed to synthesize it. The reactants are: COC(=O)C(Br)c1ccc(OCCOc2ccc(Cl)cc2)cc1.Oc1ccc(Cl)cc1. (2) Given the product Cc1ccc(OC2=CC(=O)N([C@@H](CC3CCCCC3)C(=O)O)C2)cn1, predict the reactants needed to synthesize it. The reactants are: COC(=O)[C@H](CC1CCCCC1)N1CC(Oc2ccc(C)nc2)=CC1=O.